Dataset: Forward reaction prediction with 1.9M reactions from USPTO patents (1976-2016). Task: Predict the product of the given reaction. (1) Given the reactants O[C:2]1[CH:3]=[C:4]([CH:7]=[C:8]([OH:10])[CH:9]=1)[CH:5]=[O:6].Br[CH2:12][CH3:13].[C:14]([O-:17])([O-])=O.[K+].[K+].[CH3:20]N(C=O)C, predict the reaction product. The product is: [CH2:12]([O:10][C:8]1[CH:7]=[C:4]([CH:3]=[C:2]([O:17][CH2:14][CH3:20])[CH:9]=1)[CH:5]=[O:6])[CH3:13]. (2) Given the reactants C[O:2][C:3](=[O:24])[C:4]1[CH:9]=[CH:8][C:7]([C:10]([NH:12][CH2:13][C:14]2[CH:22]=[C:21]3[C:17]([CH:18]=[CH:19][NH:20]3)=[CH:16][CH:15]=2)=[O:11])=[CH:6][C:5]=1[Cl:23].O.[OH-].[Li+], predict the reaction product. The product is: [Cl:23][C:5]1[CH:6]=[C:7]([C:10]([NH:12][CH2:13][C:14]2[CH:22]=[C:21]3[C:17]([CH:18]=[CH:19][NH:20]3)=[CH:16][CH:15]=2)=[O:11])[CH:8]=[CH:9][C:4]=1[C:3]([OH:24])=[O:2].